Dataset: Catalyst prediction with 721,799 reactions and 888 catalyst types from USPTO. Task: Predict which catalyst facilitates the given reaction. (1) Product: [F:9][C:10]1[CH:11]=[C:12]([C:2]2[C:3]([CH3:8])=[N:4][O:5][C:6]=2[CH3:7])[CH:13]=[C:14]([F:16])[CH:15]=1. The catalyst class is: 294. Reactant: Br[C:2]1[C:3]([CH3:8])=[N:4][O:5][C:6]=1[CH3:7].[F:9][C:10]1[CH:11]=[C:12](B(O)O)[CH:13]=[C:14]([F:16])[CH:15]=1.C(Cl)Cl.C(=O)([O-])[O-].[Na+].[Na+]. (2) Reactant: [F:1][C:2]1[CH:3]=[C:4]([C:8]2[S:9][C:10]([CH:13]=[O:14])=[CH:11][N:12]=2)[CH:5]=[CH:6][CH:7]=1.[CH2:15]([Mg]Br)[CH3:16].C(OCC)C. Product: [F:1][C:2]1[CH:3]=[C:4]([C:8]2[S:9][C:10]([CH:13]([OH:14])[CH2:15][CH3:16])=[CH:11][N:12]=2)[CH:5]=[CH:6][CH:7]=1. The catalyst class is: 1. (3) Reactant: [F:1][C:2]1[CH:3]=[CH:4][C:5]([O:40][CH3:41])=[C:6]([C:8]2[CH:13]=[CH:12][N:11]=[C:10]3[N:14]([S:31]([C:34]4[CH:39]=[CH:38][CH:37]=[CH:36][CH:35]=4)(=[O:33])=[O:32])[C:15]([C:17]4[CH2:22][CH2:21][N:20](C(OC(C)(C)C)=O)[C:19](=[O:30])[CH:18]=4)=[CH:16][C:9]=23)[CH:7]=1.[F:42][C:43]([F:48])([F:47])[C:44]([OH:46])=[O:45]. Product: [F:1][C:2]1[CH:3]=[CH:4][C:5]([O:40][CH3:41])=[C:6]([C:8]2[CH:13]=[CH:12][N:11]=[C:10]3[N:14]([S:31]([C:34]4[CH:35]=[CH:36][CH:37]=[CH:38][CH:39]=4)(=[O:33])=[O:32])[C:15]([C:17]4[CH2:22][CH2:21][NH:20][C:19](=[O:30])[CH:18]=4)=[CH:16][C:9]=23)[CH:7]=1.[F:42][C:43]([F:48])([F:47])[C:44]([OH:46])=[O:45]. The catalyst class is: 2. (4) Reactant: [C:1]([SiH2:5][O:6][C:7]([CH3:19])([CH3:18])[C:8]1[CH:9]=[C:10]([CH2:15][CH2:16][NH2:17])[CH:11]=[CH:12][C:13]=1[Cl:14])([CH3:4])([CH3:3])[CH3:2].[CH:20](=O)[CH3:21].[BH4-].[Na+]. Product: [C:1]([SiH2:5][O:6][C:7]([CH3:19])([CH3:18])[C:8]1[CH:9]=[C:10]([CH2:15][CH2:16][NH:17][CH2:20][CH3:21])[CH:11]=[CH:12][C:13]=1[Cl:14])([CH3:4])([CH3:3])[CH3:2]. The catalyst class is: 5. (5) Reactant: [CH3:1][O:2][C:3]([C:5]1[CH2:9][C@@H:8]([CH3:10])[CH2:7][C:6]=1OS(C(F)(F)F)(=O)=O)=[O:4].[CH3:19][O:20][CH2:21][O:22][C:23]1[CH:28]=[CH:27][C:26]([O:29][CH2:30][O:31][CH3:32])=[CH:25][C:24]=1B(O)O.[Li+].[Cl-].C([O-])([O-])=O.[Na+].[Na+]. Product: [CH3:1][O:2][C:3]([C:5]1[CH2:9][CH:8]([CH3:10])[CH2:7][C:6]=1[C:25]1[CH:24]=[C:23]([O:22][CH2:21][O:20][CH3:19])[CH:28]=[CH:27][C:26]=1[O:29][CH2:30][O:31][CH3:32])=[O:4]. The catalyst class is: 104. (6) Product: [F:35][C:36]([F:49])([F:48])[S:37]([N:26]([C:25]1[CH:27]=[CH:28][C:22]([O:21][C:11]2[C:12]3[C:17](=[CH:16][C:15]([O:19][CH3:20])=[CH:14][CH:13]=3)[CH:18]=[C:9]([CH3:8])[C:10]=2[C:29]2[CH:34]=[CH:33][CH:32]=[CH:31][CH:30]=2)=[CH:23][CH:24]=1)[S:37]([C:36]([F:35])([F:48])[F:49])(=[O:38])=[O:39])(=[O:39])=[O:38]. The catalyst class is: 2. Reactant: C(N(CC)CC)C.[CH3:8][C:9]1[C:10]([C:29]2[CH:34]=[CH:33][CH:32]=[CH:31][CH:30]=2)=[C:11]([O:21][C:22]2[CH:28]=[CH:27][C:25]([NH2:26])=[CH:24][CH:23]=2)[C:12]2[C:17]([CH:18]=1)=[CH:16][C:15]([O:19][CH3:20])=[CH:14][CH:13]=2.[F:35][C:36]([F:49])([F:48])[S:37](O[S:37]([C:36]([F:49])([F:48])[F:35])(=[O:39])=[O:38])(=[O:39])=[O:38]. (7) Reactant: [CH3:1][O:2][C:3]1[CH:4]=[C:5]2[C:10](=[C:11]3[CH2:15][C:14]([CH3:17])([CH3:16])[O:13][C:12]=13)[C:9]([C:18]1[CH:19]=[C:20]([OH:24])[CH:21]=[CH:22][CH:23]=1)=[N:8][C:7]([CH3:26])([CH3:25])[CH2:6]2.Br[CH2:28][C:29]([O:31][CH3:32])=[O:30].C(=O)([O-])[O-].[K+].[K+].O. Product: [CH3:1][O:2][C:3]1[CH:4]=[C:5]2[C:10](=[C:11]3[CH2:15][C:14]([CH3:17])([CH3:16])[O:13][C:12]=13)[C:9]([C:18]1[CH:19]=[C:20]([CH:21]=[CH:22][CH:23]=1)[O:24][CH2:28][C:29]([O:31][CH3:32])=[O:30])=[N:8][C:7]([CH3:26])([CH3:25])[CH2:6]2. The catalyst class is: 9.